Dataset: Catalyst prediction with 721,799 reactions and 888 catalyst types from USPTO. Task: Predict which catalyst facilitates the given reaction. (1) Reactant: Br[C:2]1[CH:7]=[CH:6][C:5]([CH:8]([N:12]2[CH2:28][CH2:27][C:15]3([O:20][CH2:19][C:18](=[O:21])[N:17]([C:22]4([CH2:25][OH:26])[CH2:24][CH2:23]4)[CH2:16]3)[CH2:14][CH2:13]2)[C:9]([NH2:11])=[O:10])=[C:4]([F:29])[CH:3]=1.CC1(C)C(C)(C)OB([C:38]2[CH:47]=[C:46]3[C:41]([CH:42]=[CH:43][CH:44]=[N:45]3)=[CH:40][CH:39]=2)O1.C(=O)([O-])[O-].[K+].[K+]. Product: [F:29][C:4]1[CH:3]=[C:2]([C:38]2[CH:47]=[C:46]3[C:41]([CH:42]=[CH:43][CH:44]=[N:45]3)=[CH:40][CH:39]=2)[CH:7]=[CH:6][C:5]=1[CH:8]([N:12]1[CH2:28][CH2:27][C:15]2([O:20][CH2:19][C:18](=[O:21])[N:17]([C:22]3([CH2:25][OH:26])[CH2:24][CH2:23]3)[CH2:16]2)[CH2:14][CH2:13]1)[C:9]([NH2:11])=[O:10]. The catalyst class is: 368. (2) Reactant: [F:1][C:2]([F:33])([F:32])[C:3]1([CH2:7][N:8]2[CH2:13][CH2:12][CH:11]([CH2:14][O:15][C:16]3[N:17]=[CH:18][C:19]([C:22]4[CH:31]=[CH:30][C:25]([C:26]([O:28]C)=[O:27])=[CH:24][CH:23]=4)=[N:20][CH:21]=3)[CH2:10][CH2:9]2)[CH2:6][CH2:5][CH2:4]1.O[Li].O. Product: [F:33][C:2]([F:1])([F:32])[C:3]1([CH2:7][N:8]2[CH2:13][CH2:12][CH:11]([CH2:14][O:15][C:16]3[N:17]=[CH:18][C:19]([C:22]4[CH:31]=[CH:30][C:25]([C:26]([OH:28])=[O:27])=[CH:24][CH:23]=4)=[N:20][CH:21]=3)[CH2:10][CH2:9]2)[CH2:6][CH2:5][CH2:4]1. The catalyst class is: 1. (3) Reactant: [C:1]12([NH:11][C:12]([NH:14][C:15]3[CH:20]=[CH:19][CH:18]=[C:17]([CH2:21][CH:22]([NH:24][CH2:25][C@@H:26]([C:28]4[CH:39]=[CH:38][C:31]5[O:32]C(C)(C)[O:34][CH2:35][C:30]=5[CH:29]=4)[OH:27])[CH3:23])[CH:16]=3)=[O:13])[CH2:10][CH:5]3[CH2:6][CH:7]([CH2:9][CH:3]([CH2:4]3)[CH2:2]1)[CH2:8]2. Product: [C:1]12([NH:11][C:12]([NH:14][C:15]3[CH:20]=[CH:19][CH:18]=[C:17]([CH2:21][CH:22]([NH:24][CH2:25][C@H:26]([OH:27])[C:28]4[CH:39]=[CH:38][C:31]([OH:32])=[C:30]([CH2:35][OH:34])[CH:29]=4)[CH3:23])[CH:16]=3)=[O:13])[CH2:10][CH:5]3[CH2:4][CH:3]([CH2:9][CH:7]([CH2:6]3)[CH2:8]1)[CH2:2]2. The catalyst class is: 86.